The task is: Predict the product of the given reaction.. This data is from Forward reaction prediction with 1.9M reactions from USPTO patents (1976-2016). (1) Given the reactants [C:1]1([C:7]2[CH:8]=[N:9][N:10]([C:12]3[CH:13]=[C:14]([CH:29]=[CH:30][CH:31]=3)[O:15][C:16]3[CH:28]=[CH:27][C:26]4[C:25]5[C:20](=[CH:21][CH:22]=[CH:23][CH:24]=5)[NH:19][C:18]=4[CH:17]=3)[CH:11]=2)[CH:6]=[CH:5][CH:4]=[CH:3][CH:2]=1.CC(P(C(C)(C)C)C1C(C2C=CC=CC=2)=CC=CC=1)(C)C.CC([O-])(C)C.[Na+].Br[C:60]1[CH:65]=[C:64]([C:66]([CH3:69])([CH3:68])[CH3:67])[CH:63]=[CH:62][N:61]=1, predict the reaction product. The product is: [C:66]([C:64]1[CH:63]=[CH:62][N:61]=[C:60]([N:19]2[C:18]3[CH:17]=[C:16]([O:15][C:14]4[CH:29]=[CH:30][CH:31]=[C:12]([N:10]5[CH:11]=[C:7]([C:1]6[CH:2]=[CH:3][CH:4]=[CH:5][CH:6]=6)[CH:8]=[N:9]5)[CH:13]=4)[CH:28]=[CH:27][C:26]=3[C:25]3[C:20]2=[CH:21][CH:22]=[CH:23][CH:24]=3)[CH:65]=1)([CH3:69])([CH3:68])[CH3:67]. (2) Given the reactants [F:1][C:2]1[CH:7]=[CH:6][C:5]([CH:8]([C:12]2[CH:17]=[CH:16][C:15]([F:18])=[CH:14][CH:13]=2)[C:9]([OH:11])=O)=[CH:4][CH:3]=1.[NH2:19][CH2:20][CH2:21][CH2:22][N:23]1[CH2:28][CH2:27][CH:26]([C:29]2[CH:30]=[C:31]([NH:36][C:37](=[O:41])[CH:38]([CH3:40])[CH3:39])[CH:32]=[CH:33][C:34]=2[CH3:35])[CH2:25][CH2:24]1, predict the reaction product. The product is: [F:18][C:15]1[CH:16]=[CH:17][C:12]([CH:8]([C:5]2[CH:4]=[CH:3][C:2]([F:1])=[CH:7][CH:6]=2)[C:9]([NH:19][CH2:20][CH2:21][CH2:22][N:23]2[CH2:28][CH2:27][CH:26]([C:29]3[CH:30]=[C:31]([NH:36][C:37](=[O:41])[CH:38]([CH3:39])[CH3:40])[CH:32]=[CH:33][C:34]=3[CH3:35])[CH2:25][CH2:24]2)=[O:11])=[CH:13][CH:14]=1. (3) Given the reactants C(OC([N:11]1[CH2:15][CH2:14][CH2:13][CH:12]1[CH:16]=[CH:17][CH2:18][OH:19])=O)C1C=CC=CC=1, predict the reaction product. The product is: [NH:11]1[CH2:15][CH2:14][CH2:13][CH:12]1[CH2:16][CH2:17][CH2:18][OH:19]. (4) Given the reactants [F:1][C:2]1[C:7]([F:8])=[CH:6][C:5]([C:9]2[CH:14]=[CH:13][C:12]([O:15][CH2:16][CH:17]3[CH2:22][CH2:21][CH2:20][NH:19][CH2:18]3)=[CH:11][CH:10]=2)=[C:4]([O:23][CH3:24])[CH:3]=1.[C:25]([O:29][C:30]([N:32]1[CH2:36][CH:35]([C:37](OC)=[O:38])[CH:34]([C:41]([OH:43])=[O:42])[CH2:33]1)=[O:31])([CH3:28])([CH3:27])[CH3:26], predict the reaction product. The product is: [C:25]([O:29][C:30]([N:32]1[CH2:36][CH:35]([C:37]([N:19]2[CH2:20][CH2:21][CH2:22][CH:17]([CH2:16][O:15][C:12]3[CH:13]=[CH:14][C:9]([C:5]4[CH:6]=[C:7]([F:8])[C:2]([F:1])=[CH:3][C:4]=4[O:23][CH3:24])=[CH:10][CH:11]=3)[CH2:18]2)=[O:38])[CH:34]([C:41]([OH:43])=[O:42])[CH2:33]1)=[O:31])([CH3:28])([CH3:26])[CH3:27]. (5) Given the reactants C([O:3][C:4]([C:6]1([C:9]2[CH:14]=[CH:13][C:12]([C:15]3[CH:20]=[CH:19][C:18]([C:21]4[S:22][C:23]([Cl:39])=[CH:24][C:25]=4[NH:26][C:27]([O:29][C@@H:30]([C:32]4[CH:37]=[CH:36][CH:35]=[C:34]([F:38])[CH:33]=4)[CH3:31])=[O:28])=[CH:17][CH:16]=3)=[CH:11][CH:10]=2)[CH2:8][CH2:7]1)=[O:5])C.[OH-].[Na+].Cl, predict the reaction product. The product is: [Cl:39][C:23]1[S:22][C:21]([C:18]2[CH:19]=[CH:20][C:15]([C:12]3[CH:13]=[CH:14][C:9]([C:6]4([C:4]([OH:5])=[O:3])[CH2:8][CH2:7]4)=[CH:10][CH:11]=3)=[CH:16][CH:17]=2)=[C:25]([NH:26][C:27]([O:29][C@@H:30]([C:32]2[CH:37]=[CH:36][CH:35]=[C:34]([F:38])[CH:33]=2)[CH3:31])=[O:28])[CH:24]=1. (6) Given the reactants [Br:1][C:2]1[CH:23]=[CH:22][C:5]([O:6][CH2:7][CH2:8][CH2:9][CH2:10][N:11]2C(=O)C3=CC=CC=C3C2=O)=[CH:4][CH:3]=1.O.NN.Cl, predict the reaction product. The product is: [Br:1][C:2]1[CH:23]=[CH:22][C:5]([O:6][CH2:7][CH2:8][CH2:9][CH2:10][NH2:11])=[CH:4][CH:3]=1. (7) Given the reactants C(OC([N:8]1[CH2:13][CH2:12][CH:11]([N:14]([CH:33]2[CH2:35][CH2:34]2)[C:15]([C:17]2[CH:18]=[N:19][C:20]([C:23]3[CH:28]=[CH:27][C:26]([S:29]([CH3:32])(=[O:31])=[O:30])=[CH:25][CH:24]=3)=[N:21][CH:22]=2)=[O:16])[CH2:10][CH2:9]1)=O)(C)(C)C.FC(F)(F)C(O)=O, predict the reaction product. The product is: [CH:33]1([N:14]([CH:11]2[CH2:12][CH2:13][NH:8][CH2:9][CH2:10]2)[C:15]([C:17]2[CH:22]=[N:21][C:20]([C:23]3[CH:28]=[CH:27][C:26]([S:29]([CH3:32])(=[O:31])=[O:30])=[CH:25][CH:24]=3)=[N:19][CH:18]=2)=[O:16])[CH2:35][CH2:34]1.